The task is: Predict the product of the given reaction.. This data is from Forward reaction prediction with 1.9M reactions from USPTO patents (1976-2016). (1) Given the reactants [C@H:1]1([OH:28])[CH:6]([O:7]P(O)(O)=O)[C@H:5]([OH:12])[C@H:4]([O:13]P(O)(O)=O)[CH:3]([O:18]P(O)(O)=O)[C@@H:2]1[O:23]P(O)(O)=O.CCCCCCCCCCCCCCCCCC(O[C@@H](COP(OC1[C@H](O)[C@H](OP(O)(O)=O)C(OP(O)(O)=O)[C@H](OP(O)(O)=O)[C@H]1O)(O)=O)COC(CCCCCCCCCCCCCCC)=O)=O.[Mg+2].[Cl-].[Cl-].C(S)[C@@H](O)[C@H](O)CS.C1N=C(N)C2N=CN([C@@H]3O[C@H](COP(O[C@H]4[C@@H](O)[C@H](N5C6N=CN=C(N)C=6N=C5)O[C@@H]4COP(O[C@H]4[C@@H](O)[C@H](N5C6N=CN=C(N)C=6N=C5)O[C@@H]4CO)(O)=O)(O)=O)[C@@H](O)[C@H]3O)C=2N=1.C(OC=O)[C@@H](OC=O)COP(OC1[C@H](O)[C@H](OP(O)(O)=O)C(OP(O)(O)=O)[C@H](OP(O)(O)=O)[C@H]1O)(O)=O, predict the reaction product. The product is: [C@@H:6]1([OH:7])[C@@H:5]([OH:12])[C@H:4]([OH:13])[C@@H:3]([OH:18])[C@@H:2]([OH:23])[C@H:1]1[OH:28]. (2) Given the reactants [CH3:1][NH:2][C:3]1[S:7][N:6]=[CH:5][N:4]=1.C[Si]([N-][Si](C)(C)C)(C)C.[Li+].[F:18][C:19]1[CH:24]=[C:23]([F:25])[C:22]([F:26])=[CH:21][C:20]=1[S:27](Cl)(=[O:29])=[O:28].[Cl-].[NH4+], predict the reaction product. The product is: [F:18][C:19]1[CH:24]=[C:23]([F:25])[C:22]([F:26])=[CH:21][C:20]=1[S:27]([N:2]([CH3:1])[C:3]1[S:7][N:6]=[CH:5][N:4]=1)(=[O:29])=[O:28]. (3) The product is: [Cl:7][C:8]1[CH:9]=[C:10]([CH:27]=[C:28]([C:30]#[CH:31])[CH:29]=1)[CH2:11][O:12][C:13]1[CH:18]=[CH:17][CH:16]=[CH:15][C:14]=1[CH2:19][C:20]([O:22][C:23]([CH3:24])([CH3:25])[CH3:26])=[O:21]. Given the reactants C([O-])([O-])=O.[K+].[K+].[Cl:7][C:8]1[CH:9]=[C:10]([CH:27]=[C:28]([C:30]#[C:31][Si](C)(C)C)[CH:29]=1)[CH2:11][O:12][C:13]1[CH:18]=[CH:17][CH:16]=[CH:15][C:14]=1[CH2:19][C:20]([O:22][C:23]([CH3:26])([CH3:25])[CH3:24])=[O:21], predict the reaction product. (4) The product is: [Br:12][CH2:9][CH2:8][C:5]1[CH:6]=[CH:7][C:2]([F:1])=[CH:3][CH:4]=1. Given the reactants [F:1][C:2]1[CH:7]=[CH:6][C:5]([CH2:8][C:9](O)=O)=[CH:4][CH:3]=1.[Br:12]CCC1C=CC=CC=1F, predict the reaction product. (5) Given the reactants Cl.[F:2][C:3]([F:24])([F:23])[C:4]1[CH:22]=[CH:21][CH:20]=[CH:19][C:5]=1[CH:6]([O:14][CH:15]1[CH2:18][NH:17][CH2:16]1)[C:7]1[CH:12]=[CH:11][C:10]([Cl:13])=[CH:9][CH:8]=1.[N+:25]([C:28]1[CH:33]=[CH:32][C:31]([S:34](Cl)(=[O:36])=[O:35])=[CH:30][CH:29]=1)([O-:27])=[O:26].C(=O)([O-])[O-].C(O)C(N)(CO)CO, predict the reaction product. The product is: [N+:25]([C:28]1[CH:29]=[CH:30][C:31]([S:34]([N:17]2[CH2:18][CH:15]([O:14][CH:6]([C:7]3[CH:12]=[CH:11][C:10]([Cl:13])=[CH:9][CH:8]=3)[C:5]3[CH:19]=[CH:20][CH:21]=[CH:22][C:4]=3[C:3]([F:2])([F:23])[F:24])[CH2:16]2)(=[O:36])=[O:35])=[CH:32][CH:33]=1)([O-:27])=[O:26]. (6) Given the reactants Br[C:2]1[CH:3]=[C:4]([CH2:9][N:10]([CH2:19][C:20]2[C:21]([NH:33][CH:34]3[CH2:39][CH2:38][O:37][CH2:36][CH2:35]3)=[C:22]3[CH:30]=[N:29][N:28]([CH2:31][CH3:32])[C:23]3=[N:24][C:25]=2[CH2:26][CH3:27])[C:11]([C:13]2([C:16]([NH2:18])=[O:17])[CH2:15][CH2:14]2)=[O:12])[CH:5]=[CH:6][C:7]=1[F:8].[CH3:40][N:41]1[CH2:46][CH2:45][CH:44]([CH2:47][C:48]2[CH:53]=[CH:52][CH:51]=[C:50](B3OC(C)(C)C(C)(C)O3)[CH:49]=2)[CH2:43][CH2:42]1.C([O-])([O-])=O.[Na+].[Na+], predict the reaction product. The product is: [CH2:31]([N:28]1[C:23]2=[N:24][C:25]([CH2:26][CH3:27])=[C:20]([CH2:19][N:10]([CH2:9][C:4]3[CH:3]=[C:2]([C:52]4[CH:51]=[CH:50][CH:49]=[C:48]([CH2:47][CH:44]5[CH2:45][CH2:46][N:41]([CH3:40])[CH2:42][CH2:43]5)[CH:53]=4)[C:7]([F:8])=[CH:6][CH:5]=3)[C:11]([C:13]3([C:16]([NH2:18])=[O:17])[CH2:15][CH2:14]3)=[O:12])[C:21]([NH:33][CH:34]3[CH2:39][CH2:38][O:37][CH2:36][CH2:35]3)=[C:22]2[CH:30]=[N:29]1)[CH3:32].